This data is from Reaction yield outcomes from USPTO patents with 853,638 reactions. The task is: Predict the reaction yield, written as a fraction of the theoretical maximum amount of product (1.0 means a 100% yield; for example, 0.34 means a 34% yield). The reactants are [Br:1][C:2]1[CH:3]=[CH:4][C:5]([CH2:8][OH:9])=[N:6][CH:7]=1.[CH3:10]I.[H-].[Na+]. The catalyst is CN(C=O)C. The product is [Br:1][C:2]1[CH:3]=[CH:4][C:5]([CH2:8][O:9][CH3:10])=[N:6][CH:7]=1. The yield is 0.940.